Dataset: Reaction yield outcomes from USPTO patents with 853,638 reactions. Task: Predict the reaction yield, written as a fraction of the theoretical maximum amount of product (1.0 means a 100% yield; for example, 0.34 means a 34% yield). (1) The reactants are [Cl:1][C:2]1[C:3]([O:12][C:13]2[CH:18]=[C:17]([O:19][CH:20]([CH3:22])[CH3:21])[CH:16]=[CH:15][C:14]=2/[CH:23]=[C:24](\[CH3:28])/[C:25]([OH:27])=O)=[N:4][CH:5]=[C:6]([C:8]([F:11])([F:10])[F:9])[CH:7]=1.Cl.C(N=C=NCCCN(C)C)C.[O:41]1[CH2:45][CH2:44][CH2:43][CH:42]1[CH2:46][NH:47][S:48]([NH2:51])(=[O:50])=[O:49].Cl. The catalyst is C(#N)C.CN(C)C1C=CN=CC=1.C(OCC)(=O)C. The product is [Cl:1][C:2]1[C:3]([O:12][C:13]2[CH:18]=[C:17]([O:19][CH:20]([CH3:22])[CH3:21])[CH:16]=[CH:15][C:14]=2/[CH:23]=[C:24](\[CH3:28])/[C:25]([NH:51][S:48]([NH:47][CH2:46][CH:42]2[CH2:43][CH2:44][CH2:45][O:41]2)(=[O:49])=[O:50])=[O:27])=[N:4][CH:5]=[C:6]([C:8]([F:11])([F:10])[F:9])[CH:7]=1. The yield is 0.390. (2) The reactants are CC(N=NC(C#N)(C)C)(C#N)C.C1C(=O)N(Br)C(=[O:16])C1.[F:21][C:22]1[CH:27]=[CH:26][C:25]([C:28]2[O:54][C:31]3=[N:32][CH:33]=[C:34]([C:36]4[CH:37]=[C:38]([CH:51]=[CH:52][CH:53]=4)[C:39]([NH:41][C:42]4([C:45]5[CH:50]=[CH:49][CH:48]=[CH:47][CH:46]=5)[CH2:44][CH2:43]4)=[O:40])[CH:35]=[C:30]3[C:29]=2[CH3:55])=[CH:24][CH:23]=1.C[N+]1([O-])CCOCC1. The catalyst is C(Cl)(Cl)(Cl)Cl.CCOC(C)=O. The product is [F:21][C:22]1[CH:23]=[CH:24][C:25]([C:28]2[O:54][C:31]3=[N:32][CH:33]=[C:34]([C:36]4[CH:37]=[C:38]([CH:51]=[CH:52][CH:53]=4)[C:39]([NH:41][C:42]4([C:45]5[CH:50]=[CH:49][CH:48]=[CH:47][CH:46]=5)[CH2:43][CH2:44]4)=[O:40])[CH:35]=[C:30]3[C:29]=2[CH:55]=[O:16])=[CH:26][CH:27]=1. The yield is 0.540. (3) The reactants are [OH:1][C:2]1[C:10]([C:11](=[O:24])/[CH:12]=[CH:13]/[C:14]2[CH:19]=[CH:18][CH:17]=[C:16]([C:20]([F:23])([F:22])[F:21])[CH:15]=2)=[CH:9][CH:8]=[CH:7][C:3]=1[C:4]([OH:6])=[O:5].CS(C)=O. The catalyst is O1CCOCC1. The product is [O:24]=[C:11]1[C:10]2[C:2](=[C:3]([C:4]([OH:6])=[O:5])[CH:7]=[CH:8][CH:9]=2)[O:1][C:13]([C:14]2[CH:19]=[CH:18][CH:17]=[C:16]([C:20]([F:21])([F:22])[F:23])[CH:15]=2)=[CH:12]1. The yield is 0.760.